From a dataset of Reaction yield outcomes from USPTO patents with 853,638 reactions. Predict the reaction yield, written as a fraction of the theoretical maximum amount of product (1.0 means a 100% yield; for example, 0.34 means a 34% yield). The reactants are [Cl:1][C:2]1[CH:7]=[CH:6][C:5]([CH2:8][OH:9])=[CH:4][C:3]=1[O:10][CH3:11]. The catalyst is C1C=CC=CC=1.O=[Mn]=O. The product is [Cl:1][C:2]1[CH:7]=[CH:6][C:5]([CH:8]=[O:9])=[CH:4][C:3]=1[O:10][CH3:11]. The yield is 0.890.